Dataset: Full USPTO retrosynthesis dataset with 1.9M reactions from patents (1976-2016). Task: Predict the reactants needed to synthesize the given product. Given the product [Cl:1][C:2]1[CH:9]=[C:8]([NH:16][C@H:15]([C:17]([OH:19])=[O:18])[CH2:14][CH:11]2[CH2:13][CH2:12]2)[CH:7]=[CH:6][C:3]=1[C:4]#[N:5], predict the reactants needed to synthesize it. The reactants are: [Cl:1][C:2]1[CH:9]=[C:8](F)[CH:7]=[CH:6][C:3]=1[C:4]#[N:5].[CH:11]1([CH2:14][C@@H:15]([C:17]([OH:19])=[O:18])[NH2:16])[CH2:13][CH2:12]1.C(=O)([O-])[O-].[Cs+].[Cs+].C(OCC)(=O)C.